This data is from Full USPTO retrosynthesis dataset with 1.9M reactions from patents (1976-2016). The task is: Predict the reactants needed to synthesize the given product. (1) Given the product [CH3:11][C@H:12]1[N:17]([S:2]([CH3:1])(=[O:4])=[O:3])[CH2:16][CH2:15][N:14]([C:18]([O:20][C:21]([CH3:22])([CH3:24])[CH3:23])=[O:19])[CH2:13]1, predict the reactants needed to synthesize it. The reactants are: [CH3:1][S:2](Cl)(=[O:4])=[O:3].O1CCCC1.[CH3:11][C@H:12]1[NH:17][CH2:16][CH2:15][N:14]([C:18]([O:20][C:21]([CH3:24])([CH3:23])[CH3:22])=[O:19])[CH2:13]1.C(N(CC)CC)C. (2) Given the product [Cl:1][C:2]1[CH:3]=[CH:4][C:5]([O:11][CH3:12])=[C:6]([CH:10]=1)[C:7]([NH:27][CH2:26][CH2:25][C:22]1[CH:23]=[CH:24][C:19]([O:18][CH2:17][CH2:16][O:15][CH3:14])=[C:20]([S:28]([NH2:29])(=[O:31])=[O:30])[CH:21]=1)=[O:8], predict the reactants needed to synthesize it. The reactants are: [Cl:1][C:2]1[CH:3]=[CH:4][C:5]([O:11][CH3:12])=[C:6]([CH:10]=1)[C:7](Cl)=[O:8].Cl.[CH3:14][O:15][CH2:16][CH2:17][O:18][C:19]1[CH:24]=[CH:23][C:22]([CH2:25][CH2:26][NH2:27])=[CH:21][C:20]=1[S:28](=[O:31])(=[O:30])[NH2:29].C(N(CC)CC)C.O. (3) Given the product [Cl:1][C:2]1[CH:10]=[C:9]([S:11]([F:16])([F:12])([F:13])([F:14])[F:15])[CH:8]=[CH:7][C:3]=1[C:4]([O:6][CH3:21])=[O:5], predict the reactants needed to synthesize it. The reactants are: [Cl:1][C:2]1[CH:10]=[C:9]([S:11]([F:16])([F:15])([F:14])([F:13])[F:12])[CH:8]=[CH:7][C:3]=1[C:4]([OH:6])=[O:5].O=S(Cl)Cl.[CH3:21]O. (4) Given the product [F:8][C:7]1[C:2]([C:48]2[CH:49]=[CH:50][C:43]([O:42][CH:39]3[CH2:40][CH2:41][O:36][CH2:37][CH2:38]3)=[C:44]([CH:47]=2)[C:45]#[N:46])=[C:3]2[CH:11]=[C:10]([C:12]3[CH:17]=[CH:16][C:15]([N:18]4[CH2:23][CH2:22][O:21][CH2:20][CH2:19]4)=[C:14]([O:24][CH3:25])[CH:13]=3)[N:9]([S:26]([C:29]3[CH:35]=[CH:34][C:32]([CH3:33])=[CH:31][CH:30]=3)(=[O:28])=[O:27])[C:4]2=[N:5][CH:6]=1, predict the reactants needed to synthesize it. The reactants are: Cl[C:2]1[C:7]([F:8])=[CH:6][N:5]=[C:4]2[N:9]([S:26]([C:29]3[CH:35]=[CH:34][C:32]([CH3:33])=[CH:31][CH:30]=3)(=[O:28])=[O:27])[C:10]([C:12]3[CH:17]=[CH:16][C:15]([N:18]4[CH2:23][CH2:22][O:21][CH2:20][CH2:19]4)=[C:14]([O:24][CH3:25])[CH:13]=3)=[CH:11][C:3]=12.[O:36]1[CH2:41][CH2:40][CH:39]([O:42][C:43]2[CH:50]=[CH:49][C:48](B3OC(C)(C)C(C)(C)O3)=[CH:47][C:44]=2[C:45]#[N:46])[CH2:38][CH2:37]1.C([O-])([O-])=O.[Na+].[Na+]. (5) Given the product [Br:11][C:9]1[N:10]=[C:5]([O:2][CH3:1])[C:6]([NH2:12])=[N:7][CH:8]=1, predict the reactants needed to synthesize it. The reactants are: [CH3:1][O-:2].[Na+].Br[C:5]1[C:6]([NH2:12])=[N:7][CH:8]=[C:9]([Br:11])[N:10]=1. (6) Given the product [Cl-:3].[Cl-:3].[CH2:5]([O:7][C:8]1[C:21]2[C:20]3[NH:19][CH2:18][CH2:17][CH2:16][C:15]=3[C:14](=[O:22])[NH:13][C:12]=2[CH:11]=[C:10]([CH2:23][N:24]2[CH2:25][CH2:26][O:27][CH2:28][CH2:29]2)[CH:9]=1)[CH3:6], predict the reactants needed to synthesize it. The reactants are: O.O.[Cl-:3].[Cl-].[CH2:5]([O:7][C:8]1[C:21]2[C:20]3[NH:19][CH2:18][CH2:17][CH2:16][C:15]=3[C:14](=[O:22])[NH:13][C:12]=2[CH:11]=[C:10]([CH2:23][N:24]2[CH2:29][CH2:28][O:27][CH2:26][CH2:25]2)[CH:9]=1)[CH3:6].O=P12OP3(OP(OP(O3)(O1)=O)(=O)O2)=O. (7) Given the product [CH2:13]([N:9]([CH2:8][C:7]1[CH:2]=[CH:3][CH:4]=[CH:5][CH:6]=1)[C:5]1[CH:6]=[C:7]([CH3:8])[C:2]([Br:1])=[CH:3][C:4]=1[O:10][CH3:11])[C:14]1[CH:19]=[CH:18][CH:17]=[CH:16][CH:15]=1, predict the reactants needed to synthesize it. The reactants are: [Br:1][C:2]1[C:7]([CH3:8])=[CH:6][C:5]([NH2:9])=[C:4]([O:10][CH3:11])[CH:3]=1.Br[CH2:13][C:14]1[CH:19]=[CH:18][CH:17]=[CH:16][CH:15]=1.C(=O)([O-])[O-].[K+].[K+]. (8) Given the product [Na+:50].[F:1][C:2]1[C:7]([F:8])=[CH:6][CH:5]=[CH:4][C:3]=1[C:9]1[N:45]=[C:12]2[CH:13]=[N:14][N:15]([CH:17]([C:26]3[O:30][N:29]=[C:28]([C:31]4[CH:36]=[CH:35][C:34]([O:37][CH2:38][CH2:39][CH3:40])=[CH:33][C:32]=4[C:41]([F:43])([F:42])[F:44])[CH:27]=3)[C:18]([O:20][CH2:21][CH2:22][C:23]([O-:25])=[O:24])=[O:19])[CH:16]=[C:11]2[N:10]=1, predict the reactants needed to synthesize it. The reactants are: [F:1][C:2]1[C:7]([F:8])=[CH:6][CH:5]=[CH:4][C:3]=1[C:9]1[N:45]=[C:12]2[CH:13]=[N:14][N:15]([CH:17]([C:26]3[O:30][N:29]=[C:28]([C:31]4[CH:36]=[CH:35][C:34]([O:37][CH2:38][CH2:39][CH3:40])=[CH:33][C:32]=4[C:41]([F:44])([F:43])[F:42])[CH:27]=3)[C:18]([O:20][CH2:21][CH2:22][C:23]([OH:25])=[O:24])=[O:19])[CH:16]=[C:11]2[N:10]=1.C([O-])(O)=O.[Na+:50].